From a dataset of Reaction yield outcomes from USPTO patents with 853,638 reactions. Predict the reaction yield, written as a fraction of the theoretical maximum amount of product (1.0 means a 100% yield; for example, 0.34 means a 34% yield). The reactants are [H-].[Na+].[CH:3]1([C:9]2[CH:14]=[CH:13][C:12]([C:15]3[NH:19][CH:18]=[C:17]([CH:20]=[O:21])[CH:16]=3)=[CH:11][CH:10]=2)[CH2:8][CH2:7][CH2:6][CH2:5][CH2:4]1.[N:22]1[CH:27]=[CH:26][CH:25]=[C:24]([S:28](Cl)(=[O:30])=[O:29])[CH:23]=1. The catalyst is O1CCCC1. The product is [CH:3]1([C:9]2[CH:14]=[CH:13][C:12]([C:15]3[N:19]([S:28]([C:24]4[CH:23]=[N:22][CH:27]=[CH:26][CH:25]=4)(=[O:30])=[O:29])[CH:18]=[C:17]([CH:20]=[O:21])[CH:16]=3)=[CH:11][CH:10]=2)[CH2:4][CH2:5][CH2:6][CH2:7][CH2:8]1. The yield is 0.970.